This data is from Reaction yield outcomes from USPTO patents with 853,638 reactions. The task is: Predict the reaction yield, written as a fraction of the theoretical maximum amount of product (1.0 means a 100% yield; for example, 0.34 means a 34% yield). (1) The reactants are [O:1]1[C:5]2[CH:6]=[CH:7][CH:8]=[CH:9][C:4]=2[N:3]=[CH:2]1.N(C(C)=O)[C@H](C(N[C@H](C(N[C@H](C(O)=O)C)=O)C(C)C)=O)CC1C=C[C:16]([O:19]C(C)(C)C)=CC=1.C([SnH](CCCC)CCCC)CCC.OC1C2N=NNC=2C=CC=1.Cl.C(N=C=NCCCN(C)C)C. The catalyst is C(Cl)Cl.CN(C=O)C.C(OCC)(=O)C.[Pd](Cl)Cl.C1(P(C2C=CC=CC=2)C2C=CC=CC=2)C=CC=CC=1.C1(P(C2C=CC=CC=2)C2C=CC=CC=2)C=CC=CC=1.C(Cl)Cl.CO. The product is [CH3:16][O:19][C:6]1[C:5]2[O:1][CH:2]=[N:3][C:4]=2[CH:9]=[CH:8][CH:7]=1. The yield is 0.940. (2) The product is [Cl:12][C:7]1[CH:6]=[C:5]([CH:10]=[CH:9][C:8]=1[OH:11])[C:4]([NH:14][NH2:15])=[O:3]. No catalyst specified. The yield is 0.690. The reactants are C([O:3][C:4](=O)[C:5]1[CH:10]=[CH:9][C:8]([OH:11])=[C:7]([Cl:12])[CH:6]=1)C.[NH2:14][NH2:15]. (3) The reactants are C([O:4][CH2:5][CH2:6][CH2:7][CH2:8][CH:9]([O:15][N+:16]([O-:18])=[O:17])[CH2:10][O:11][N+:12]([O-:14])=[O:13])(=O)C.[OH-].[Na+]. The catalyst is C1COCC1.CCO. The product is [N+:12]([O-:14])([O:11][CH2:10][CH:9]([O:15][N+:16]([O-:18])=[O:17])[CH2:8][CH2:7][CH2:6][CH2:5][OH:4])=[O:13]. The yield is 0.920. (4) The reactants are [F:1][C:2]1[CH:7]=[CH:6][C:5]([C:8]2[S:12][C:11]3[CH:13]=[C:14]([O:17][CH3:18])[CH:15]=[CH:16][C:10]=3[C:9]=2[O:19][C:20]2[CH:33]=[CH:32][C:23](/[CH:24]=[CH:25]/[C:26]3O[C:28]([CH3:31])=[N:29][N:30]=3)=[CH:22][CH:21]=2)=[C:4]([CH3:34])[CH:3]=1.FC(F)(F)C([O-])=O.[NH4+:42]. The catalyst is C1(C)C=CC=CC=1. The product is [F:1][C:2]1[CH:7]=[CH:6][C:5]([C:8]2[S:12][C:11]3[CH:13]=[C:14]([O:17][CH3:18])[CH:15]=[CH:16][C:10]=3[C:9]=2[O:19][C:20]2[CH:33]=[CH:32][C:23](/[CH:24]=[CH:25]/[C:26]3[NH:42][C:28]([CH3:31])=[N:29][N:30]=3)=[CH:22][CH:21]=2)=[C:4]([CH3:34])[CH:3]=1. The yield is 0.650. (5) The reactants are [CH3:1][C:2]1[CH:6]=[CH:5][S:4][C:3]=1[CH2:7][NH2:8].[S:9]1[CH2:15][C:13](=[O:14])[NH:12][C:10]1=S.CCN(C(C)C)C(C)C. The catalyst is C(#N)C. The product is [CH3:1][C:2]1[CH:6]=[CH:5][S:4][C:3]=1[CH2:7][NH:8][C:10]1[S:9][CH2:15][C:13](=[O:14])[N:12]=1. The yield is 0.315.